This data is from Full USPTO retrosynthesis dataset with 1.9M reactions from patents (1976-2016). The task is: Predict the reactants needed to synthesize the given product. (1) The reactants are: [NH2:1][C:2]1[N:7]=[C:6]([CH3:8])[N:5]=[C:4]([C:9]2[C:10]([NH:17][C:18]3[CH:19]=[C:20]([NH:25]C(=O)OC(C)(C)C)[C:21]([Cl:24])=[N:22][CH:23]=3)=[N:11][CH:12]=[C:13]([O:15][CH3:16])[CH:14]=2)[N:3]=1.FC(F)(F)C(O)=O.C([O-])(O)=O.[Na+]. Given the product [NH2:1][C:2]1[N:7]=[C:6]([CH3:8])[N:5]=[C:4]([C:9]2[C:10]([NH:17][C:18]3[CH:19]=[C:20]([NH2:25])[C:21]([Cl:24])=[N:22][CH:23]=3)=[N:11][CH:12]=[C:13]([O:15][CH3:16])[CH:14]=2)[N:3]=1, predict the reactants needed to synthesize it. (2) Given the product [C:1]1([S:7]([N:10]2[C:14]3=[N:15][CH:16]=[CH:17][CH:18]=[C:13]3[CH:12]=[C:11]2[C:19](=[O:25])[CH2:20][C:21]([CH3:23])([CH3:22])[CH3:24])(=[O:8])=[O:9])[CH:2]=[CH:3][CH:4]=[CH:5][CH:6]=1, predict the reactants needed to synthesize it. The reactants are: [C:1]1([S:7]([N:10]2[C:14]3=[N:15][CH:16]=[CH:17][CH:18]=[C:13]3[CH:12]=[C:11]2[CH:19]([OH:25])[CH2:20][C:21]([CH3:24])([CH3:23])[CH3:22])(=[O:9])=[O:8])[CH:6]=[CH:5][CH:4]=[CH:3][CH:2]=1.CC(OI1(OC(C)=O)(OC(C)=O)OC(=O)C2C=CC=CC1=2)=O. (3) Given the product [NH2:1][C:2]1[C:3]2[N:10]([C:11]3[CH:16]=[CH:15][C:14]([NH2:17])=[C:13]([O:20][CH3:21])[CH:12]=3)[N:9]=[C:8]([CH:22]3[CH2:27][CH2:26][N:25]([C:28]([O:30][C:31]([CH3:34])([CH3:33])[CH3:32])=[O:29])[CH2:24][CH2:23]3)[C:4]=2[N:5]=[CH:6][N:7]=1, predict the reactants needed to synthesize it. The reactants are: [NH2:1][C:2]1[C:3]2[N:10]([C:11]3[CH:16]=[CH:15][C:14]([N+:17]([O-])=O)=[C:13]([O:20][CH3:21])[CH:12]=3)[N:9]=[C:8]([C:22]3[CH2:23][CH2:24][N:25]([C:28]([O:30][C:31]([CH3:34])([CH3:33])[CH3:32])=[O:29])[CH2:26][CH:27]=3)[C:4]=2[N:5]=[CH:6][N:7]=1. (4) Given the product [N:30]1[C:31]2[C:36](=[CH:35][CH:34]=[CH:33][CH:32]=2)[CH:37]=[C:28]([NH:27][C:15]([CH:12]2[CH2:11][CH2:10][N:9]([C:4]3[CH:5]=[CH:6][C:7]([CH3:8])=[C:2]([CH3:1])[CH:3]=3)[CH2:14][CH2:13]2)=[O:17])[CH:29]=1, predict the reactants needed to synthesize it. The reactants are: [CH3:1][C:2]1[CH:3]=[C:4]([N:9]2[CH2:14][CH2:13][CH:12]([C:15]([OH:17])=O)[CH2:11][CH2:10]2)[CH:5]=[CH:6][C:7]=1[CH3:8].BrC1C=CC(C)=C(C)C=1.[NH2:27][C:28]1[CH:29]=[N:30][C:31]2[C:36]([CH:37]=1)=[CH:35][CH:34]=[CH:33][CH:32]=2. (5) Given the product [CH3:1][N:2]1[C:6]2([CH2:10][CH2:9][C@@H:8]([C:11]([OH:13])=[O:12])[CH2:7]2)[C:5](=[O:21])[NH:4][C:3]1=[O:22], predict the reactants needed to synthesize it. The reactants are: [CH3:1][N:2]1[C:6]2([CH2:10][CH2:9][C@@H:8]([C:11]([O:13]CC3C=CC=CC=3)=[O:12])[CH2:7]2)[C:5](=[O:21])[NH:4][C:3]1=[O:22]. (6) Given the product [F:17][CH:18]([F:21])[CH2:19][N:3]1[CH2:4][CH2:5][CH:6]([NH:9][C:10](=[O:16])[O:11][C:12]([CH3:13])([CH3:15])[CH3:14])[CH2:7][CH2:8]1, predict the reactants needed to synthesize it. The reactants are: N#N.[NH:3]1[CH2:8][CH2:7][CH:6]([NH:9][C:10](=[O:16])[O:11][C:12]([CH3:15])([CH3:14])[CH3:13])[CH2:5][CH2:4]1.[F:17][CH:18]([F:21])[CH2:19]I.C(=O)([O-])[O-].[K+].[K+]. (7) Given the product [CH3:15][C:14]1[O:13][C:12]([C:16]2[CH:21]=[CH:20][CH:19]=[CH:18][CH:17]=2)=[N:11][C:10]=1[CH2:9][CH2:8][O:7][C:6]1[CH:22]=[CH:23][C:3]([CH2:2][O:24][C:25]2[CH:30]=[CH:29][CH:28]=[CH:27][C:26]=2[CH2:31][C:32]([O:34][CH3:35])=[O:33])=[CH:4][CH:5]=1, predict the reactants needed to synthesize it. The reactants are: Cl[CH2:2][C:3]1[CH:23]=[CH:22][C:6]([O:7][CH2:8][CH2:9][C:10]2[N:11]=[C:12]([C:16]3[CH:21]=[CH:20][CH:19]=[CH:18][CH:17]=3)[O:13][C:14]=2[CH3:15])=[CH:5][CH:4]=1.[OH:24][C:25]1[CH:30]=[CH:29][CH:28]=[CH:27][C:26]=1[CH2:31][C:32]([O:34][CH3:35])=[O:33].CN(C)C=O.[H-].[Na+].